Dataset: Reaction yield outcomes from USPTO patents with 853,638 reactions. Task: Predict the reaction yield, written as a fraction of the theoretical maximum amount of product (1.0 means a 100% yield; for example, 0.34 means a 34% yield). The reactants are [OH:1][C@@:2]1([C:9]#[C:10][C:11]2[CH:12]=[C:13]([N:17]3[C:21]4=[N:22][C:23]([C:26]([F:29])([F:28])[F:27])=[N:24][CH:25]=[C:20]4[C:19]([C:30]([O:32]CC)=O)=[N:18]3)[CH:14]=[CH:15][CH:16]=2)[CH2:6][CH2:5][N:4]([CH3:7])[C:3]1=[O:8].[NH3:35]. No catalyst specified. The product is [OH:1][C@@:2]1([C:9]#[C:10][C:11]2[CH:12]=[C:13]([N:17]3[C:21]4=[N:22][C:23]([C:26]([F:29])([F:28])[F:27])=[N:24][CH:25]=[C:20]4[C:19]([C:30]([NH2:35])=[O:32])=[N:18]3)[CH:14]=[CH:15][CH:16]=2)[CH2:6][CH2:5][N:4]([CH3:7])[C:3]1=[O:8]. The yield is 0.610.